Dataset: Full USPTO retrosynthesis dataset with 1.9M reactions from patents (1976-2016). Task: Predict the reactants needed to synthesize the given product. (1) Given the product [Br:1][C:2]1[CH:3]=[N:4][C:5]2[N:6]([N:8]=[C:9]([C:11]([N:13]3[CH2:18][CH2:17][C:16]4[O:32][CH:20]=[N:21][C:15]=4[CH:14]3[CH3:22])=[O:12])[CH:10]=2)[CH:7]=1, predict the reactants needed to synthesize it. The reactants are: [Br:1][C:2]1[CH:3]=[N:4][C:5]2[N:6]([N:8]=[C:9]([C:11]([N:13]3[CH2:18][CH2:17][C:16]4C=[CH:20][NH:21][C:15]=4[CH:14]3[CH3:22])=[O:12])[CH:10]=2)[CH:7]=1.CC1C2N=C[O:32]C=2CCN1. (2) Given the product [CH:32]1([CH2:31][O:30][C:22]2[CH:23]=[C:24]([O:28][CH3:29])[C:25]([F:27])=[CH:26][C:21]=2[C:20]2[C:15]3[NH:14][C:13]([CH3:35])=[C:12]([C:10]([NH:9][C@@H:6]4[CH2:7][CH2:8][C@H:3]([NH:2][C:37](=[O:38])[O:39][CH2:40][CH3:41])[CH2:4][CH2:5]4)=[O:11])[C:16]=3[N:17]=[CH:18][N:19]=2)[CH2:34][CH2:33]1, predict the reactants needed to synthesize it. The reactants are: Cl.[NH2:2][C@@H:3]1[CH2:8][CH2:7][C@H:6]([NH:9][C:10]([C:12]2[C:16]3[N:17]=[CH:18][N:19]=[C:20]([C:21]4[CH:26]=[C:25]([F:27])[C:24]([O:28][CH3:29])=[CH:23][C:22]=4[O:30][CH2:31][CH:32]4[CH2:34][CH2:33]4)[C:15]=3[NH:14][C:13]=2[CH3:35])=[O:11])[CH2:5][CH2:4]1.Cl[C:37]([O:39][CH2:40][CH3:41])=[O:38].